From a dataset of Catalyst prediction with 721,799 reactions and 888 catalyst types from USPTO. Predict which catalyst facilitates the given reaction. (1) Reactant: Cl[C:2]1[C:11]2[O:10][CH2:9][CH2:8][CH2:7][C:6]=2[C:5]([CH3:12])=[C:4]([B:13]2[O:17][C:16]([CH3:19])([CH3:18])[C:15]([CH3:21])([CH3:20])[O:14]2)[CH:3]=1.C([O-])=O.[NH4+]. Product: [CH3:18][C:16]1([CH3:19])[C:15]([CH3:20])([CH3:21])[O:14][B:13]([C:4]2[CH:3]=[CH:2][C:11]3[O:10][CH2:9][CH2:8][CH2:7][C:6]=3[C:5]=2[CH3:12])[O:17]1. The catalyst class is: 43. (2) Reactant: [Cl:1][C:2]1[CH:3]=[C:4]([NH:16][C:17]2[C:18]3[CH:26]=[C:25](F)[N:24]=[CH:23][C:19]=3[N:20]=[CH:21][N:22]=2)[CH:5]=[CH:6][C:7]=1[O:8][CH2:9][C:10]1[CH:15]=[CH:14][CH:13]=[CH:12][N:11]=1.[CH3:28][O:29][C:30]1[CH:37]=[CH:36][C:33]([CH2:34][NH2:35])=[CH:32][CH:31]=1. Product: [Cl:1][C:2]1[CH:3]=[C:4]([NH:16][C:17]2[C:18]3[CH:26]=[C:25]([NH:35][CH2:34][C:33]4[CH:36]=[CH:37][C:30]([O:29][CH3:28])=[CH:31][CH:32]=4)[N:24]=[CH:23][C:19]=3[N:20]=[CH:21][N:22]=2)[CH:5]=[CH:6][C:7]=1[O:8][CH2:9][C:10]1[CH:15]=[CH:14][CH:13]=[CH:12][N:11]=1. The catalyst class is: 16. (3) Reactant: [H-].[Na+].[C:3]([O:7][C:8](=[O:29])[N:9]([CH:16]1[CH2:21][CH2:20][N:19]([CH2:22][C:23]2[CH:28]=[CH:27][CH:26]=[CH:25][CH:24]=2)[CH2:18][CH2:17]1)[CH2:10][C:11]1[N:12]=[CH:13][NH:14][CH:15]=1)([CH3:6])([CH3:5])[CH3:4].[CH3:30][Si:31]([CH3:38])([CH3:37])[CH2:32][CH2:33][O:34][CH2:35]Cl.C(OCC)(=O)C. Product: [C:3]([O:7][C:8](=[O:29])[N:9]([CH:16]1[CH2:17][CH2:18][N:19]([CH2:22][C:23]2[CH:28]=[CH:27][CH:26]=[CH:25][CH:24]=2)[CH2:20][CH2:21]1)[CH2:10][C:11]1[N:12]=[CH:13][N:14]([CH2:35][O:34][CH2:33][CH2:32][Si:31]([CH3:38])([CH3:37])[CH3:30])[CH:15]=1)([CH3:6])([CH3:4])[CH3:5]. The catalyst class is: 18. (4) Reactant: [NH:1]1[CH2:11][CH2:10][CH2:9][C@H:3]([C:4]([O:6][CH2:7][CH3:8])=[O:5])[CH2:2]1.[C:12](O[C:12]([O:14][C:15]([CH3:18])([CH3:17])[CH3:16])=[O:13])([O:14][C:15]([CH3:18])([CH3:17])[CH3:16])=[O:13]. Product: [N:1]1([C:12]([O:14][C:15]([CH3:18])([CH3:17])[CH3:16])=[O:13])[CH2:11][CH2:10][CH2:9][C@H:3]([C:4]([O:6][CH2:7][CH3:8])=[O:5])[CH2:2]1. The catalyst class is: 1. (5) Reactant: [Cl:1][C:2]1[CH:7]=[CH:6][C:5]([S:8]([N:11]([CH2:19][C:20]2[CH:28]=[CH:27][C:23]([C:24]([OH:26])=O)=[C:22]([F:29])[C:21]=2[F:30])[CH:12]2[CH2:17][CH2:16][CH2:15][CH2:14][CH:13]2[F:18])(=[O:10])=[O:9])=[CH:4][CH:3]=1.[NH2:31][C@H:32]([CH3:35])[CH2:33][OH:34].F[P-](F)(F)(F)(F)F.N1(O[P+](N(C)C)(N(C)C)N(C)C)C2C=CC=CC=2N=N1.C1C=CC2N(O)N=NC=2C=1.O.C(N(C(C)C)C(C)C)C. Product: [Cl:1][C:2]1[CH:3]=[CH:4][C:5]([S:8]([N:11]([CH2:19][C:20]2[CH:28]=[CH:27][C:23]([C:24]([NH:31][C@H:32]([CH3:35])[CH2:33][OH:34])=[O:26])=[C:22]([F:29])[C:21]=2[F:30])[CH:12]2[CH2:17][CH2:16][CH2:15][CH2:14][CH:13]2[F:18])(=[O:10])=[O:9])=[CH:6][CH:7]=1. The catalyst class is: 3. (6) Reactant: Br[C:2]1[S:3][CH:4]=[C:5]([Br:7])[N:6]=1.Cl.[NH:9]1[CH2:12][CH:11]([OH:13])[CH2:10]1.C(=O)([O-])[O-].[Cs+].[Cs+]. Product: [Br:7][C:5]1[N:6]=[C:2]([N:9]2[CH2:12][CH:11]([OH:13])[CH2:10]2)[S:3][CH:4]=1. The catalyst class is: 10. (7) Reactant: [CH3:1]SC.B.[NH2:5][C@H:6]1[CH2:11][CH2:10][C@H:9]([CH:12]2[O:25][C:24]3[C:23]4[C:18](=[CH:19][CH:20]=[C:21]([O:26][CH3:27])[N:22]=4)[N:17]=[CH:16][C:15]=3[NH:14][C:13]2=O)[CH2:8][CH2:7]1. Product: [CH3:27][O:26][C:21]1[N:22]=[C:23]2[C:18](=[CH:19][CH:20]=1)[N:17]=[CH:16][C:15]1[N:14]([CH3:1])[CH2:13][CH:12]([C@H:9]3[CH2:8][CH2:7][C@H:6]([NH2:5])[CH2:11][CH2:10]3)[O:25][C:24]2=1. The catalyst class is: 7.